From a dataset of NCI-60 drug combinations with 297,098 pairs across 59 cell lines. Regression. Given two drug SMILES strings and cell line genomic features, predict the synergy score measuring deviation from expected non-interaction effect. (1) Drug 1: C1CN1C2=NC(=NC(=N2)N3CC3)N4CC4. Drug 2: C1C(C(OC1N2C=NC(=NC2=O)N)CO)O. Cell line: HOP-92. Synergy scores: CSS=32.1, Synergy_ZIP=-6.70, Synergy_Bliss=-1.72, Synergy_Loewe=-1.20, Synergy_HSA=0.110. (2) Drug 1: C1=NNC2=C1C(=O)NC=N2. Drug 2: N.N.Cl[Pt+2]Cl. Cell line: NCIH23. Synergy scores: CSS=62.6, Synergy_ZIP=-2.18, Synergy_Bliss=-3.42, Synergy_Loewe=-1.60, Synergy_HSA=-0.208. (3) Synergy scores: CSS=-5.96, Synergy_ZIP=1.07, Synergy_Bliss=-4.00, Synergy_Loewe=-6.57, Synergy_HSA=-6.17. Drug 2: C(CN)CNCCSP(=O)(O)O. Drug 1: CC1=CC=C(C=C1)C2=CC(=NN2C3=CC=C(C=C3)S(=O)(=O)N)C(F)(F)F. Cell line: MDA-MB-231. (4) Drug 1: C1CCN(CC1)CCOC2=CC=C(C=C2)C(=O)C3=C(SC4=C3C=CC(=C4)O)C5=CC=C(C=C5)O. Synergy scores: CSS=7.21, Synergy_ZIP=-1.27, Synergy_Bliss=1.45, Synergy_Loewe=0.931, Synergy_HSA=0.743. Drug 2: CC1=C(C=C(C=C1)NC2=NC=CC(=N2)N(C)C3=CC4=NN(C(=C4C=C3)C)C)S(=O)(=O)N.Cl. Cell line: SF-295. (5) Synergy scores: CSS=16.1, Synergy_ZIP=-6.45, Synergy_Bliss=-5.58, Synergy_Loewe=-9.04, Synergy_HSA=-4.97. Drug 1: CC12CCC(CC1=CCC3C2CCC4(C3CC=C4C5=CN=CC=C5)C)O. Cell line: HCT116. Drug 2: C1=C(C(=O)NC(=O)N1)N(CCCl)CCCl. (6) Drug 1: CC1=C(C=C(C=C1)NC(=O)C2=CC=C(C=C2)CN3CCN(CC3)C)NC4=NC=CC(=N4)C5=CN=CC=C5. Cell line: SW-620. Synergy scores: CSS=-14.9, Synergy_ZIP=4.87, Synergy_Bliss=-1.08, Synergy_Loewe=-9.62, Synergy_HSA=-9.62. Drug 2: C(CN)CNCCSP(=O)(O)O. (7) Drug 1: C1=CC(=C2C(=C1NCCNCCO)C(=O)C3=C(C=CC(=C3C2=O)O)O)NCCNCCO. Drug 2: C1=CN(C(=O)N=C1N)C2C(C(C(O2)CO)O)O.Cl. Cell line: IGROV1. Synergy scores: CSS=46.4, Synergy_ZIP=-1.56, Synergy_Bliss=1.92, Synergy_Loewe=-2.95, Synergy_HSA=5.98. (8) Drug 1: COC1=C(C=C2C(=C1)N=CN=C2NC3=CC(=C(C=C3)F)Cl)OCCCN4CCOCC4. Drug 2: CC1=C(C(CCC1)(C)C)C=CC(=CC=CC(=CC(=O)O)C)C. Cell line: HL-60(TB). Synergy scores: CSS=6.98, Synergy_ZIP=-16.2, Synergy_Bliss=-29.7, Synergy_Loewe=-26.5, Synergy_HSA=-26.0.